This data is from Full USPTO retrosynthesis dataset with 1.9M reactions from patents (1976-2016). The task is: Predict the reactants needed to synthesize the given product. (1) Given the product [O:24]=[C:2]1[O:1][CH2:7][CH2:6][CH:5]([O:8][C:9](=[O:18])[CH:10]=[CH:11][C:12]2[CH:17]=[CH:16][CH:15]=[CH:14][CH:13]=2)[CH2:4][CH2:3]1, predict the reactants needed to synthesize it. The reactants are: [O:1]=[C:2]1[CH2:7][CH2:6][CH:5]([O:8][C:9](=[O:18])[CH:10]=[CH:11][C:12]2[CH:17]=[CH:16][CH:15]=[CH:14][CH:13]=2)[CH2:4][CH2:3]1.ClC1C=C(C=CC=1)C(OO)=[O:24]. (2) Given the product [C:8]([N:11]1[CH2:6][CH:1]2[CH2:5][CH2:4][CH2:3][CH:2]2[C:12]1([C:18]([O:20][CH2:21][CH3:22])=[O:19])[C:13]([O:15][CH2:16][CH3:17])=[O:14])(=[O:10])[CH3:9], predict the reactants needed to synthesize it. The reactants are: [C:1]1([CH:6]=O)[CH2:5][CH2:4][CH2:3][CH:2]=1.[C:8]([NH:11][CH:12]([C:18]([O:20][CH2:21][CH3:22])=[O:19])[C:13]([O:15][CH2:16][CH3:17])=[O:14])(=[O:10])[CH3:9]. (3) Given the product [CH3:16][Si:15]([CH3:18])([CH3:17])[CH2:14][CH2:13][O:12][CH2:11][N:8]1[C:5]2=[N:6][CH:7]=[CH:2][CH:3]=[C:4]2[CH:10]=[CH:9]1, predict the reactants needed to synthesize it. The reactants are: Br[C:2]1[CH:3]=[C:4]2[CH:10]=[CH:9][N:8]([CH2:11][O:12][CH2:13][CH2:14][Si:15]([CH3:18])([CH3:17])[CH3:16])[C:5]2=[N:6][CH:7]=1.B1(B2OC(C)(C)C(C)(C)O2)OC(C)(C)C(C)(C)O1.C([O-])(=O)C.[Na+]. (4) Given the product [CH:2]1([S:5]([O-:7])=[O:6])[CH2:4][CH2:3]1.[Zn+2:1].[CH:2]1([S:5]([O-:7])=[O:6])[CH2:4][CH2:3]1, predict the reactants needed to synthesize it. The reactants are: [Zn:1].[CH:2]1([S:5](Cl)(=[O:7])=[O:6])[CH2:4][CH2:3]1.